Dataset: Forward reaction prediction with 1.9M reactions from USPTO patents (1976-2016). Task: Predict the product of the given reaction. (1) Given the reactants [CH:1]([N:4]1[CH2:10][CH2:9][C:8]2[S:11][C:12]([NH:14]C3N=C(C)C=CN=3)=[N:13][C:7]=2[C:6]2=[CH:22][NH:23][N:24]=[C:5]12)(C)[CH3:2].[C:25](O)(C(F)(F)F)=[O:26], predict the reaction product. The product is: [CH3:25][O:26][CH2:2][CH2:1][N:4]1[CH2:10][CH2:9][C:8]2[S:11][C:12]([NH2:14])=[N:13][C:7]=2[C:6]2=[CH:22][NH:23][N:24]=[C:5]12. (2) Given the reactants Cl[C:2]1[CH:11]=[CH:10][N:9]=[C:8]2[C:3]=1[C:4]1[CH:16]=[CH:15][CH:14]=[CH:13][C:5]=1[C:6](=[O:12])[NH:7]2.[NH2:17][C:18]1[CH:25]=[CH:24][CH:23]=[C:22]([O:26][CH3:27])[C:19]=1[C:20]#[N:21], predict the reaction product. The product is: [CH3:27][O:26][C:22]1[CH:23]=[CH:24][CH:25]=[C:18]([NH:17][C:2]2[CH:11]=[CH:10][N:9]=[C:8]3[C:3]=2[C:4]2[CH:16]=[CH:15][CH:14]=[CH:13][C:5]=2[C:6](=[O:12])[NH:7]3)[C:19]=1[C:20]#[N:21]. (3) Given the reactants [Cl:1][C:2]1[CH:10]=[C:9]2[C:5]([C:6](/[CH:19]=[C:20](/[C:23]3[CH:33]=[CH:32][C:26]([C:27]([O:29]CC)=[O:28])=[CH:25][CH:24]=3)\[C:21]#[N:22])=[CH:7][N:8]2[CH2:11][C:12]2[CH:17]=[CH:16][C:15]([F:18])=[CH:14][CH:13]=2)=[CH:4][CH:3]=1.[OH-].[Na+], predict the reaction product. The product is: [Cl:1][C:2]1[CH:10]=[C:9]2[C:5]([C:6](/[CH:19]=[C:20](/[C:23]3[CH:24]=[CH:25][C:26]([C:27]([OH:29])=[O:28])=[CH:32][CH:33]=3)\[C:21]#[N:22])=[CH:7][N:8]2[CH2:11][C:12]2[CH:17]=[CH:16][C:15]([F:18])=[CH:14][CH:13]=2)=[CH:4][CH:3]=1.